Dataset: Reaction yield outcomes from USPTO patents with 853,638 reactions. Task: Predict the reaction yield, written as a fraction of the theoretical maximum amount of product (1.0 means a 100% yield; for example, 0.34 means a 34% yield). (1) The catalyst is CN(C)C=O. The reactants are [Br:1][C:2]1[CH:3]=[C:4]([C:7]([O:9][CH3:10])=[O:8])[O:5][CH:6]=1.C1C(=O)N([Cl:18])C(=O)C1. The product is [Br:1][C:2]1[CH:3]=[C:4]([C:7]([O:9][CH3:10])=[O:8])[O:5][C:6]=1[Cl:18]. The yield is 0.750. (2) The reactants are Br[C:2]1[N:3]=[CH:4][C:5]2[N:6]([C:8]([C:11]3[CH:18]=[CH:17][C:14]([C:15]#[N:16])=[CH:13][CH:12]=3)=[CH:9][N:10]=2)[CH:7]=1.CC1(C)C(C)(C)OB([C:27]2[CH:28]=[CH:29][C:30]([C:33]([O:35][CH3:36])=[O:34])=[N:31][CH:32]=2)O1.C([O-])([O-])=O.[Na+].[Na+]. The catalyst is CN(C=O)C.O.C1C=CC([P]([Pd]([P](C2C=CC=CC=2)(C2C=CC=CC=2)C2C=CC=CC=2)([P](C2C=CC=CC=2)(C2C=CC=CC=2)C2C=CC=CC=2)[P](C2C=CC=CC=2)(C2C=CC=CC=2)C2C=CC=CC=2)(C2C=CC=CC=2)C2C=CC=CC=2)=CC=1. The product is [C:15]([C:14]1[CH:17]=[CH:18][C:11]([C:8]2[N:6]3[CH:7]=[C:2]([C:27]4[CH:28]=[CH:29][C:30]([C:33]([O:35][CH3:36])=[O:34])=[N:31][CH:32]=4)[N:3]=[CH:4][C:5]3=[N:10][CH:9]=2)=[CH:12][CH:13]=1)#[N:16]. The yield is 0.720. (3) The reactants are [CH3:1][C:2]1[C:7]([OH:8])=[CH:6][CH:5]=[CH:4][N:3]=1.[H-].[Na+].Br[C:12]1[CH:13]=[C:14]([N+]([O-])=O)[C:15]([C:18]#[N:19])=[N:16][CH:17]=1.[N:23]1[CH:28]=[CH:27][CH:26]=[CH:25][C:24]=1[SH:29]. The catalyst is CN(C=O)C. The product is [CH3:1][C:2]1[C:7]([O:8][C:14]2[C:15]([C:18]#[N:19])=[N:16][CH:17]=[C:12]([S:29][C:24]3[CH:25]=[CH:26][CH:27]=[CH:28][N:23]=3)[CH:13]=2)=[CH:6][CH:5]=[CH:4][N:3]=1. The yield is 0.850. (4) The reactants are O1[CH2:3][CH:2]1[CH:4]([CH3:27])[CH2:5][S:6]([C:9]1[CH:26]=[CH:25][C:12]([O:13][C:14]2[CH:19]=[CH:18][C:17]([CH2:20][C:21]([O:23][CH3:24])=[O:22])=[CH:16][CH:15]=2)=[CH:11][CH:10]=1)(=[O:8])=[O:7].NC(N)=[S:30]. The catalyst is CO.C(Cl)Cl. The product is [S:30]1[CH2:3][CH:2]1[CH:4]([CH3:27])[CH2:5][S:6]([C:9]1[CH:26]=[CH:25][C:12]([O:13][C:14]2[CH:19]=[CH:18][C:17]([CH2:20][C:21]([O:23][CH3:24])=[O:22])=[CH:16][CH:15]=2)=[CH:11][CH:10]=1)(=[O:8])=[O:7]. The yield is 0.770.